This data is from Full USPTO retrosynthesis dataset with 1.9M reactions from patents (1976-2016). The task is: Predict the reactants needed to synthesize the given product. (1) Given the product [Cl:22][C:23]1[CH:30]=[CH:29][C:26]2[CH:27]=[C:17]([S:14]([N:11]3[CH2:12][CH2:13][N:8]([CH2:7][C:6]4[CH:20]=[CH:21][C:3]([C:1]#[N:2])=[CH:4][CH:5]=4)[C:9](=[O:19])[CH2:10]3)(=[O:16])=[O:15])[CH2:18][O:31][C:25]=2[CH:24]=1, predict the reactants needed to synthesize it. The reactants are: [C:1]([C:3]1[CH:21]=[CH:20][C:6]([CH2:7][N:8]2[CH2:13][CH2:12][N:11]([S:14]([CH:17]=[CH2:18])(=[O:16])=[O:15])[CH2:10][C:9]2=[O:19])=[CH:5][CH:4]=1)#[N:2].[Cl:22][C:23]1[CH:24]=[C:25]([OH:31])[C:26](=[CH:29][CH:30]=1)[CH:27]=O.CC(C)([O-])C.[K+]. (2) Given the product [F:1][C:2]1[CH:3]=[CH:4][C:5]([N+:12]([O-:14])=[O:13])=[C:6]([S:8]([NH:16][CH3:15])(=[O:10])=[O:9])[CH:7]=1, predict the reactants needed to synthesize it. The reactants are: [F:1][C:2]1[CH:3]=[CH:4][C:5]([N+:12]([O-:14])=[O:13])=[C:6]([S:8](Cl)(=[O:10])=[O:9])[CH:7]=1.[CH3:15][NH2:16].O1CCCC1.